The task is: Predict the reactants needed to synthesize the given product.. This data is from Full USPTO retrosynthesis dataset with 1.9M reactions from patents (1976-2016). Given the product [CH2:1]([O:8][C:9]1[C:24]([CH3:25])=[CH:23][C:12]([CH2:13][C@@H:14]([CH2:19][C:20](=[O:21])[N:28]2[CH2:29][CH2:30][CH:31]([N:34]3[CH2:40][CH2:39][C:38]4[CH:41]=[CH:42][CH:43]=[CH:44][C:37]=4[NH:36][C:35]3=[O:45])[CH2:32][CH2:33]2)[C:15]([O:17][CH3:18])=[O:16])=[CH:11][C:10]=1[O:26][CH3:27])[C:2]1[CH:3]=[CH:4][CH:5]=[CH:6][CH:7]=1, predict the reactants needed to synthesize it. The reactants are: [CH2:1]([O:8][C:9]1[C:24]([CH3:25])=[CH:23][C:12]([CH2:13][C@@H:14]([CH2:19][C:20]([O-])=[O:21])[C:15]([O:17][CH3:18])=[O:16])=[CH:11][C:10]=1[O:26][CH3:27])[C:2]1[CH:7]=[CH:6][CH:5]=[CH:4][CH:3]=1.[NH:28]1[CH2:33][CH2:32][CH:31]([N:34]2[CH2:40][CH2:39][C:38]3[CH:41]=[CH:42][CH:43]=[CH:44][C:37]=3[NH:36][C:35]2=[O:45])[CH2:30][CH2:29]1.CN(C)CCCN=C=NCC.